This data is from Reaction yield outcomes from USPTO patents with 853,638 reactions. The task is: Predict the reaction yield, written as a fraction of the theoretical maximum amount of product (1.0 means a 100% yield; for example, 0.34 means a 34% yield). (1) The reactants are Cl.C(OC(=O)[NH:8][C@H:9]1[CH2:14][CH2:13][C@H:12]([N:15]([CH2:41][CH3:42])[C:16]2[C:21]3[CH2:22][CH:23]=[CH:24][CH2:25][CH2:26][CH2:27][C:28]4[CH:37]=[C:36]([CH3:38])[CH:35]=[C:34]([O:39]C)[C:29]=4[CH2:30][NH:31][C:32](=[O:33])[C:20]=3[CH:19]=[N:18][CH:17]=2)[CH2:11][CH2:10]1)(C)(C)C. The catalyst is CO. The product is [NH2:8][C@H:9]1[CH2:10][CH2:11][C@H:12]([N:15]([CH2:41][CH3:42])[C:16]2[C:21]3[CH2:22][CH:23]=[CH:24][CH2:25][CH2:26][CH2:27][C:28]4[CH:37]=[C:36]([CH3:38])[CH2:35][C:34](=[O:39])[C:29]=4[CH2:30][NH:31][C:32](=[O:33])[C:20]=3[CH:19]=[N:18][CH:17]=2)[CH2:13][CH2:14]1. The yield is 0.860. (2) The reactants are [F:1][C:2]1[C:7]([OH:8])=[C:6]([F:9])[C:5]([F:10])=[C:4]([F:11])[C:3]=1[F:12].Cl[C:14]([O:16][CH2:17][CH2:18][CH2:19][CH2:20][Cl:21])=[O:15]. The catalyst is C(Cl)(Cl)Cl.OS([O-])(=O)=O.[K+]. The product is [C:14](=[O:15])([O:8][C:7]1[C:2]([F:1])=[C:3]([F:12])[C:4]([F:11])=[C:5]([F:10])[C:6]=1[F:9])[O:16][CH2:17][CH2:18][CH2:19][CH2:20][Cl:21]. The yield is 0.980. (3) The reactants are [Cl:1][C:2]1[CH:7]=[CH:6][C:5]([N:8]2[CH:16]=[C:15]3[C:10]([CH:11]=[C:12]([N+:17]([O-])=O)[CH:13]=[CH:14]3)=[N:9]2)=[CH:4][CH:3]=1.[Cl-].[NH4+]. The catalyst is O1CCCC1.O.[Fe]. The product is [Cl:1][C:2]1[CH:3]=[CH:4][C:5]([N:8]2[CH:16]=[C:15]3[C:10]([CH:11]=[C:12]([NH2:17])[CH:13]=[CH:14]3)=[N:9]2)=[CH:6][CH:7]=1. The yield is 0.920. (4) The catalyst is C(O)(C)C. The reactants are [Cl-:1].[NH3+:2][CH2:3][CH2:4][CH2:5][CH2:6][C:7]([C:9]1[CH:10]=[NH+:11][CH:12]=[CH:13][CH:14]=1)=O.[Cl-].[O:16]([C:23]1[CH:30]=[CH:29][C:26]([CH:27]=O)=[CH:25][N:24]=1)[C:17]1[CH:22]=[CH:21][CH:20]=[CH:19][CH:18]=1. The product is [ClH:1].[ClH:1].[O:16]([C:23]1[CH:30]=[CH:29][C:26]([CH:27]=[C:6]2[CH2:5][CH2:4][CH2:3][N:2]=[C:7]2[C:9]2[CH:10]=[N:11][CH:12]=[CH:13][CH:14]=2)=[CH:25][N:24]=1)[C:17]1[CH:22]=[CH:21][CH:20]=[CH:19][CH:18]=1. The yield is 0.730. (5) The reactants are C(C1C=CC=CC=1[N:9]1[C:13]([C:14]2[O:15][CH:16]=[CH:17][CH:18]=2)=[CH:12][C:11]([C:19]([F:22])([F:21])[F:20])=[N:10]1)#N.FC(F)(F)C(=O)CC(C1OC=CC=1)=[O:28].O.NN. The catalyst is C(O)C. The product is [O:15]1[CH:16]=[CH:17][CH:18]=[C:14]1[CH:13]1[NH:9][NH:10][C:11]([C:19]([F:22])([F:21])[F:20])([OH:28])[CH2:12]1. The yield is 1.00.